From a dataset of Full USPTO retrosynthesis dataset with 1.9M reactions from patents (1976-2016). Predict the reactants needed to synthesize the given product. Given the product [C:1]([O:4][C@H:5]1[CH2:9][C@H:8]([N:10]2[CH:18]=[N:17][C:16]3[C:11]2=[N:12][CH:13]=[N:14][C:15]=3[C:45]#[C:44][C:38]2[CH:43]=[CH:42][CH:41]=[CH:40][CH:39]=2)[O:7][C@@H:6]1[CH2:20][O:21][Si:22]([C:25]([CH3:28])([CH3:27])[CH3:26])([CH3:24])[CH3:23])(=[O:3])[CH3:2], predict the reactants needed to synthesize it. The reactants are: [C:1]([O:4][C@H:5]1[CH2:9][C@H:8]([N:10]2[CH:18]=[N:17][C:16]3[C:11]2=[N:12][CH:13]=[N:14][C:15]=3Br)[O:7][C@@H:6]1[CH2:20][O:21][Si:22]([C:25]([CH3:28])([CH3:27])[CH3:26])([CH3:24])[CH3:23])(=[O:3])[CH3:2].CCN(C(C)C)C(C)C.[C:38]1([C:44]#[CH:45])[CH:43]=[CH:42][CH:41]=[CH:40][CH:39]=1.